From a dataset of NCI-60 drug combinations with 297,098 pairs across 59 cell lines. Regression. Given two drug SMILES strings and cell line genomic features, predict the synergy score measuring deviation from expected non-interaction effect. (1) Drug 1: CCCS(=O)(=O)NC1=C(C(=C(C=C1)F)C(=O)C2=CNC3=C2C=C(C=N3)C4=CC=C(C=C4)Cl)F. Drug 2: C1CNP(=O)(OC1)N(CCCl)CCCl. Cell line: CCRF-CEM. Synergy scores: CSS=-1.95, Synergy_ZIP=2.10, Synergy_Bliss=1.81, Synergy_Loewe=-4.28, Synergy_HSA=-2.18. (2) Drug 1: CN1CCC(CC1)COC2=C(C=C3C(=C2)N=CN=C3NC4=C(C=C(C=C4)Br)F)OC. Drug 2: C1=C(C(=O)NC(=O)N1)N(CCCl)CCCl. Cell line: SK-MEL-5. Synergy scores: CSS=16.6, Synergy_ZIP=0.818, Synergy_Bliss=4.26, Synergy_Loewe=-1.72, Synergy_HSA=-0.00300. (3) Drug 1: CC(CN1CC(=O)NC(=O)C1)N2CC(=O)NC(=O)C2. Drug 2: C1CC(=O)NC(=O)C1N2C(=O)C3=CC=CC=C3C2=O. Cell line: M14. Synergy scores: CSS=11.7, Synergy_ZIP=-0.356, Synergy_Bliss=5.45, Synergy_Loewe=3.82, Synergy_HSA=3.99. (4) Drug 1: C1CCC(CC1)NC(=O)N(CCCl)N=O. Drug 2: C1C(C(OC1N2C=C(C(=O)NC2=O)F)CO)O. Cell line: HCT-15. Synergy scores: CSS=59.6, Synergy_ZIP=2.86, Synergy_Bliss=1.72, Synergy_Loewe=-4.08, Synergy_HSA=4.74. (5) Drug 1: CC1=CC=C(C=C1)C2=CC(=NN2C3=CC=C(C=C3)S(=O)(=O)N)C(F)(F)F. Synergy scores: CSS=21.4, Synergy_ZIP=-4.35, Synergy_Bliss=-1.12, Synergy_Loewe=6.06, Synergy_HSA=3.27. Cell line: SNB-75. Drug 2: CCN(CC)CCCC(C)NC1=C2C=C(C=CC2=NC3=C1C=CC(=C3)Cl)OC. (6) Drug 2: C1=NC(=NC(=O)N1C2C(C(C(O2)CO)O)O)N. Synergy scores: CSS=51.2, Synergy_ZIP=0.0366, Synergy_Bliss=-0.747, Synergy_Loewe=2.78, Synergy_HSA=3.65. Drug 1: CC1CCC2CC(C(=CC=CC=CC(CC(C(=O)C(C(C(=CC(C(=O)CC(OC(=O)C3CCCCN3C(=O)C(=O)C1(O2)O)C(C)CC4CCC(C(C4)OC)O)C)C)O)OC)C)C)C)OC. Cell line: CCRF-CEM. (7) Drug 1: C1=CN(C=N1)CC(O)(P(=O)(O)O)P(=O)(O)O. Drug 2: CCC1(C2=C(COC1=O)C(=O)N3CC4=CC5=C(C=CC(=C5CN(C)C)O)N=C4C3=C2)O.Cl. Cell line: CAKI-1. Synergy scores: CSS=12.0, Synergy_ZIP=0.950, Synergy_Bliss=2.94, Synergy_Loewe=-25.6, Synergy_HSA=-2.61. (8) Drug 1: CC1=C2C(C(=O)C3(C(CC4C(C3C(C(C2(C)C)(CC1OC(=O)C(C(C5=CC=CC=C5)NC(=O)OC(C)(C)C)O)O)OC(=O)C6=CC=CC=C6)(CO4)OC(=O)C)OC)C)OC. Drug 2: CS(=O)(=O)OCCCCOS(=O)(=O)C. Cell line: UACC-257. Synergy scores: CSS=10.7, Synergy_ZIP=-2.05, Synergy_Bliss=-3.35, Synergy_Loewe=-22.8, Synergy_HSA=-7.33. (9) Drug 1: CS(=O)(=O)C1=CC(=C(C=C1)C(=O)NC2=CC(=C(C=C2)Cl)C3=CC=CC=N3)Cl. Drug 2: CCCCCOC(=O)NC1=NC(=O)N(C=C1F)C2C(C(C(O2)C)O)O. Cell line: T-47D. Synergy scores: CSS=8.01, Synergy_ZIP=-0.971, Synergy_Bliss=4.88, Synergy_Loewe=-0.438, Synergy_HSA=3.58.